From a dataset of Forward reaction prediction with 1.9M reactions from USPTO patents (1976-2016). Predict the product of the given reaction. (1) The product is: [CH3:22][O:21][CH2:20][CH2:19][O:1][C:2]1[C:7]2[C:8](=[O:11])[CH2:9][O:10][C:6]=2[CH:5]=[CH:4][CH:3]=1. Given the reactants [OH:1][C:2]1[C:7]2[C:8](=[O:11])[CH2:9][O:10][C:6]=2[CH:5]=[CH:4][CH:3]=1.C(=O)([O-])[O-].[K+].[K+].Br[CH2:19][CH2:20][O:21][CH3:22].Cl, predict the reaction product. (2) Given the reactants CCN(C(C)C)C(C)C.Cl.[NH2:11][C@H:12]1[CH2:16][C@@H:15]([N:17]2[CH:25]=[N:24][C:23]3[C:18]2=[N:19][CH:20]=[N:21][C:22]=3[NH:26][CH:27]2[CH2:31][CH2:30][CH2:29][CH2:28]2)[C@H:14]([OH:32])[C@@H:13]1[OH:33].C([O:37][CH2:38][C:39](Cl)=[O:40])(=O)C.C(=O)([O-])[O-].[K+].[K+], predict the reaction product. The product is: [CH:27]1([NH:26][C:22]2[N:21]=[CH:20][N:19]=[C:18]3[C:23]=2[N:24]=[CH:25][N:17]3[C@@H:15]2[CH2:16][C@H:12]([NH:11][C:38](=[O:37])[CH2:39][OH:40])[C@@H:13]([OH:33])[C@H:14]2[OH:32])[CH2:31][CH2:30][CH2:29][CH2:28]1.